This data is from Catalyst prediction with 721,799 reactions and 888 catalyst types from USPTO. The task is: Predict which catalyst facilitates the given reaction. (1) Reactant: Cl.C(OC([N:9]([CH2:25][CH2:26][C:27]1[CH:32]=[CH:31][CH:30]=[CH:29][C:28]=1[O:33][CH2:34][C:35]1[CH:40]=[CH:39][C:38]([C:41]2[O:42][C:43]3[CH:49]=[CH:48][C:47]([Cl:50])=[CH:46][C:44]=3[N:45]=2)=[CH:37][CH:36]=1)[CH:10]1[CH2:19][CH2:18][CH2:17][C:16]2[N:15]=[C:14]([C:20]([O:22][CH2:23][CH3:24])=[O:21])[CH:13]=[CH:12][C:11]1=2)=O)(C)(C)C. Product: [Cl:50][C:47]1[CH:48]=[CH:49][C:43]2[O:42][C:41]([C:38]3[CH:39]=[CH:40][C:35]([CH2:34][O:33][C:28]4[CH:29]=[CH:30][CH:31]=[CH:32][C:27]=4[CH2:26][CH2:25][NH:9][CH:10]4[CH2:19][CH2:18][CH2:17][C:16]5[N:15]=[C:14]([C:20]([O:22][CH2:23][CH3:24])=[O:21])[CH:13]=[CH:12][C:11]4=5)=[CH:36][CH:37]=3)=[N:45][C:44]=2[CH:46]=1. The catalyst class is: 12. (2) Reactant: [CH:1]([OH:3])=[O:2].C(O[C:8](=[O:10])C)(=O)C.C([O-])=O.[Na+].[CH3:15][NH:16][CH2:17][C:18]1[CH:19]=[CH:20][C:21]([N+:27]([O-:29])=[O:28])=[C:22]([CH:26]=1)C(O)=O. Product: [CH:8]([N:16]([CH2:17][C:18]1[CH:26]=[CH:22][C:21]([N+:27]([O-:29])=[O:28])=[C:20]([CH:19]=1)[C:1]([OH:3])=[O:2])[CH3:15])=[O:10]. The catalyst class is: 6. (3) Reactant: [C:1]([Cl:4])(=O)C.[NH2:5][C@@H:6]([C:14]([OH:16])=[O:15])[CH2:7][C:8]1[CH:13]=[CH:12][CH:11]=[CH:10][CH:9]=1. The catalyst class is: 5. Product: [ClH:4].[CH3:1][O:15][C:14](=[O:16])[C@@H:6]([CH2:7][C:8]1[CH:13]=[CH:12][CH:11]=[CH:10][CH:9]=1)[NH2:5]. (4) Product: [N:14]1[CH:19]=[CH:18][CH:17]=[CH:16][C:15]=1[C:20]1[CH:21]=[CH:22][C:23]([CH2:24][NH:1][C:2]2[CH:3]=[CH:4][C:5]([C@@H:8]3[CH2:10][C@H:9]3[C:11]([OH:13])=[O:12])=[CH:6][CH:7]=2)=[CH:26][CH:27]=1. The catalyst class is: 576. Reactant: [NH2:1][C:2]1[CH:7]=[CH:6][C:5]([C@@H:8]2[CH2:10][C@H:9]2[C:11]([OH:13])=[O:12])=[CH:4][CH:3]=1.[N:14]1[CH:19]=[CH:18][CH:17]=[CH:16][C:15]=1[C:20]1[CH:27]=[CH:26][C:23]([CH:24]=O)=[CH:22][CH:21]=1.[BH-](OC(C)=O)(OC(C)=O)OC(C)=O.[Na+].O. (5) Reactant: [Cl:1][C:2]1[N:7]=[C:6](Cl)[C:5]([N+:9]([O-:11])=[O:10])=[CH:4][N:3]=1.[S-:12][C:13]#[N:14].[K+].O. Product: [Cl:1][C:2]1[N:7]=[C:6]([S:12][C:13]#[N:14])[C:5]([N+:9]([O-:11])=[O:10])=[CH:4][N:3]=1. The catalyst class is: 15.